This data is from PAMPA (Parallel Artificial Membrane Permeability Assay) permeability data from NCATS. The task is: Regression/Classification. Given a drug SMILES string, predict its absorption, distribution, metabolism, or excretion properties. Task type varies by dataset: regression for continuous measurements (e.g., permeability, clearance, half-life) or binary classification for categorical outcomes (e.g., BBB penetration, CYP inhibition). Dataset: pampa_ncats. (1) The drug is CCC1=CC=CC=C1NC2=C3C=NN(C3=NC=N2)C4=CC=C(C=C4)Cl. The result is 1 (high permeability). (2) The drug is CC1=CC(=NC(=C1)NC(=S)N2CCN(CC2)C3=CC(=CC=C3)OC(F)F)C. The result is 1 (high permeability).